From a dataset of Forward reaction prediction with 1.9M reactions from USPTO patents (1976-2016). Predict the product of the given reaction. (1) Given the reactants [Br:1][C:2]1[S:6][C:5]([C:7]2[CH:12]=[C:11]([C:13]([N:15]3[CH2:19][CH2:18][CH2:17][CH2:16]3)=[O:14])[CH:10]=[CH:9][N:8]=2)=[CH:4][CH:3]=1.S1C=CC=C1C1C=C(C(N2CCOCC2)=[O:32])C=CN=1, predict the reaction product. The product is: [Br:1][C:2]1[S:6][C:5]([C:7]2[CH:12]=[C:11]([C:13]([N:15]3[CH2:19][CH2:18][O:32][CH2:17][CH2:16]3)=[O:14])[CH:10]=[CH:9][N:8]=2)=[CH:4][CH:3]=1. (2) Given the reactants [C:1]([O:5][C:6]([N:8]1[CH2:13][C@@H:12]([C:14]([O:16][CH3:17])=[O:15])[CH2:11][C@@H:10](C(O)=O)[CH2:9]1)=[O:7])([CH3:4])([CH3:3])[CH3:2].C1(P([N:35]=[N+]=[N-])(C2C=CC=CC=2)=O)C=CC=CC=1.C(N(CC)CC)C.C(O)C1C=CC=CC=1, predict the reaction product. The product is: [NH2:35][C@@H:10]1[CH2:9][N:8]([C:6]([O:5][C:1]([CH3:4])([CH3:3])[CH3:2])=[O:7])[CH2:13][C@H:12]([C:14]([O:16][CH3:17])=[O:15])[CH2:11]1.